The task is: Predict the reaction yield, written as a fraction of the theoretical maximum amount of product (1.0 means a 100% yield; for example, 0.34 means a 34% yield).. This data is from Reaction yield outcomes from USPTO patents with 853,638 reactions. (1) The product is [NH:6]1[C:7]2[CH:13]=[CH:12][CH:11]=[CH:10][C:8]=2[N:9]=[C:5]1[C:3]([OH:4])=[O:2]. The yield is 0.800. The reactants are C[O:2][C:3]([C:5]1[NH:9][C:8]2[CH:10]=[CH:11][CH:12]=[CH:13][C:7]=2[N:6]=1)=[O:4].Cl. The catalyst is [OH-].[Na+].CO. (2) The reactants are [CH3:1][O:2][C:3]1[CH:4]=[C:5](/[C:11](=[CH:14]/[C:15]2[CH:20]=[CH:19][C:18]([OH:21])=[CH:17][CH:16]=2)/[C:12]#[N:13])[CH:6]=[CH:7][C:8]=1[O:9][CH3:10].Cl[CH2:23][C:24]([O:26][CH2:27][CH3:28])=[O:25].C(=O)([O-])[O-].[K+].[K+]. The catalyst is CC(C)=O. The product is [C:12](/[C:11](/[C:5]1[CH:6]=[CH:7][C:8]([O:9][CH3:10])=[C:3]([O:2][CH3:1])[CH:4]=1)=[CH:14]\[C:15]1[CH:16]=[CH:17][C:18]([O:21][CH2:23][C:24]([O:26][CH2:27][CH3:28])=[O:25])=[CH:19][CH:20]=1)#[N:13]. The yield is 0.340.